This data is from Human liver microsome stability data. The task is: Regression/Classification. Given a drug SMILES string, predict its absorption, distribution, metabolism, or excretion properties. Task type varies by dataset: regression for continuous measurements (e.g., permeability, clearance, half-life) or binary classification for categorical outcomes (e.g., BBB penetration, CYP inhibition). Dataset: hlm. (1) The molecule is CC(=O)N1CCC(C(=O)N2CC[C@@]3(S(=O)(=O)c4ccc(F)cc4)c4ccc(C(F)(C(F)(F)F)C(F)(F)F)cc4CC[C@@H]23)CC1. The result is 1 (stable in human liver microsomes). (2) The compound is CC(=O)Nc1cccc(-c2ccc3nc(-c4cccnc4N)n(-c4ccc(CNC(=O)c5cccc(F)c5)cc4)c3n2)c1. The result is 0 (unstable in human liver microsomes).